Dataset: Full USPTO retrosynthesis dataset with 1.9M reactions from patents (1976-2016). Task: Predict the reactants needed to synthesize the given product. (1) The reactants are: [CH3:1][C:2]1[O:3][C:4]2[CH:10]=[C:9]([N+:11]([O-])=O)[CH:8]=[CH:7][C:5]=2[N:6]=1.S1(=O)(=O)C=CC=C1. Given the product [CH3:1][C:2]1[O:3][C:4]2[CH:10]=[C:9]([NH2:11])[CH:8]=[CH:7][C:5]=2[N:6]=1, predict the reactants needed to synthesize it. (2) Given the product [CH3:16][N:17]1[C:25]2([CH2:30][CH2:29][N:28]([C:11](=[O:13])[CH2:10][CH2:9][C:4]3[CH:5]=[CH:6][CH:7]=[CH:8][C:3]=3[C:2]([F:1])([F:15])[F:14])[CH2:27][CH2:26]2)[C:24]2[C:19](=[CH:20][CH:21]=[CH:22][CH:23]=2)[C:18]1=[O:31], predict the reactants needed to synthesize it. The reactants are: [F:1][C:2]([F:15])([F:14])[C:3]1[CH:8]=[CH:7][CH:6]=[CH:5][C:4]=1[CH2:9][CH2:10][C:11]([OH:13])=O.[CH3:16][N:17]1[C:25]2([CH2:30][CH2:29][NH:28][CH2:27][CH2:26]2)[C:24]2[C:19](=[CH:20][CH:21]=[CH:22][CH:23]=2)[C:18]1=[O:31]. (3) Given the product [CH3:1][O:2][C:3]([C@@H:5]1[O:9][C:8](=[O:10])[N:7]([C:11]2[CH:22]=[CH:21][C:14]3[N:15]([CH3:20])[C:16](=[S:32])[CH2:17][S:18][C:13]=3[CH:12]=2)[CH2:6]1)=[O:4], predict the reactants needed to synthesize it. The reactants are: [CH3:1][O:2][C:3]([C@@H:5]1[O:9][C:8](=[O:10])[N:7]([C:11]2[CH:22]=[CH:21][C:14]3[N:15]([CH3:20])[C:16](=O)[CH2:17][S:18][C:13]=3[CH:12]=2)[CH2:6]1)=[O:4].COC1C=CC(P2(SP(C3C=CC(OC)=CC=3)(=S)S2)=[S:32])=CC=1. (4) Given the product [CH2:19]([N:7]1[C:6]2[C:5](=[O:11])[NH:4][C:3](=[O:12])[N:2]([CH3:1])[C:10]=2[N:9]=[CH:8]1)[C:20]1[CH:25]=[CH:24][CH:23]=[CH:22][CH:21]=1, predict the reactants needed to synthesize it. The reactants are: [CH3:1][N:2]1[C:10]2[N:9]=[CH:8][NH:7][C:6]=2[C:5](=[O:11])[NH:4][C:3]1=[O:12].C(=O)([O-])[O-].[K+].[K+].[CH2:19](Br)[C:20]1[CH:25]=[CH:24][CH:23]=[CH:22][CH:21]=1.